From a dataset of Reaction yield outcomes from USPTO patents with 853,638 reactions. Predict the reaction yield, written as a fraction of the theoretical maximum amount of product (1.0 means a 100% yield; for example, 0.34 means a 34% yield). (1) The reactants are [Br:1][Si](C)(C)C.[CH2:6]([C:13]1[S:17][C:16](Cl)=[N:15][CH:14]=1)[C:7]1[CH:12]=[CH:11][CH:10]=[CH:9][CH:8]=1. The catalyst is CC#N. The product is [CH2:6]([C:13]1[S:17][C:16]([Br:1])=[N:15][CH:14]=1)[C:7]1[CH:12]=[CH:11][CH:10]=[CH:9][CH:8]=1. The yield is 0.920. (2) The reactants are O=[C:2]([C@:7]1([CH2:46][CH:47]=[CH2:48])[O:36][C@H:35]([CH2:37][O:38][CH2:39][C:40]2[CH:45]=[CH:44][CH:43]=[CH:42][CH:41]=2)[C@@H:26]([O:27][CH2:28][C:29]2[CH:34]=[CH:33][CH:32]=[CH:31][CH:30]=2)[C@H:17]([O:18][CH2:19][C:20]2[CH:25]=[CH:24][CH:23]=[CH:22][CH:21]=2)[C@H:8]1[O:9][CH2:10][C:11]1[CH:16]=[CH:15][CH:14]=[CH:13][CH:12]=1)[C:3]([O:5][CH3:6])=[O:4].[CH2:49]([NH2:56])[C:50]1[CH:55]=[CH:54][CH:53]=[CH:52][CH:51]=1. The catalyst is C(OCC)C.C(Cl)Cl.Cl[Ti](Cl)(Cl)Cl. The product is [CH2:49]([N:56]=[C:2]([C@:7]1([CH2:46][CH:47]=[CH2:48])[O:36][C@H:35]([CH2:37][O:38][CH2:39][C:40]2[CH:41]=[CH:42][CH:43]=[CH:44][CH:45]=2)[C@@H:26]([O:27][CH2:28][C:29]2[CH:30]=[CH:31][CH:32]=[CH:33][CH:34]=2)[C@H:17]([O:18][CH2:19][C:20]2[CH:25]=[CH:24][CH:23]=[CH:22][CH:21]=2)[C@H:8]1[O:9][CH2:10][C:11]1[CH:12]=[CH:13][CH:14]=[CH:15][CH:16]=1)[C:3]([O:5][CH3:6])=[O:4])[C:50]1[CH:55]=[CH:54][CH:53]=[CH:52][CH:51]=1. The yield is 0.960. (3) The reactants are [F:1][CH:2]([F:27])[CH2:3][N:4]1[C:8]([N:9]2[CH2:15][CH:14](O)[CH2:13][N:12]([C:17]([O:19][C:20]([CH3:23])([CH3:22])[CH3:21])=[O:18])[CH2:11][CH2:10]2)=[C:7]([N+:24]([O-:26])=[O:25])[CH:6]=[N:5]1.COCCN(S(F)(F)[F:38])CCOC.C([O-])(O)=O.[Na+]. The catalyst is C(Cl)Cl.C1COCC1. The product is [F:1][CH:2]([F:27])[CH2:3][N:4]1[C:8]([N:9]2[CH2:15][CH:14]([F:38])[CH2:13][N:12]([C:17]([O:19][C:20]([CH3:23])([CH3:22])[CH3:21])=[O:18])[CH2:11][CH2:10]2)=[C:7]([N+:24]([O-:26])=[O:25])[CH:6]=[N:5]1. The yield is 0.740. (4) The reactants are [C:1]([C:4]1[CH:11]=[C:10]([CH3:12])[C:7]([C:8]#[N:9])=[C:6]([I:13])[C:5]=1[OH:14])(=[O:3])[CH3:2].C(=O)([O-])[O-].[K+].[K+].[CH2:21](I)[CH3:22]. The catalyst is CN(C)C=O.C(OCC)(=O)C. The product is [C:1]([C:4]1[CH:11]=[C:10]([CH3:12])[C:7]([C:8]#[N:9])=[C:6]([I:13])[C:5]=1[O:14][CH2:21][CH3:22])(=[O:3])[CH3:2]. The yield is 0.960. (5) The reactants are [Br:1][CH2:2][CH2:3][CH2:4][CH2:5][CH2:6][CH2:7][CH2:8][CH2:9][CH2:10][CH2:11][OH:12].[H-].[Na+].[CH2:15](Br)[C:16]1[CH:21]=[CH:20][CH:19]=[CH:18][CH:17]=1.[Cl-].[NH4+]. The catalyst is C1COCC1. The product is [Br:1][CH2:2][CH2:3][CH2:4][CH2:5][CH2:6][CH2:7][CH2:8][CH2:9][CH2:10][CH2:11][O:12][CH2:15][C:16]1[CH:21]=[CH:20][CH:19]=[CH:18][CH:17]=1. The yield is 0.880. (6) The reactants are [Br:1][C:2]1[CH:7]=[CH:6][C:5]([C:8](N2CCOCC2)=[O:9])=[CH:4][C:3]=1[F:16].[CH3:17][Mg]Br. The catalyst is C1COCC1. The product is [Br:1][C:2]1[CH:7]=[CH:6][C:5]([C:8](=[O:9])[CH3:17])=[CH:4][C:3]=1[F:16]. The yield is 0.370.